From a dataset of Reaction yield outcomes from USPTO patents with 853,638 reactions. Predict the reaction yield, written as a fraction of the theoretical maximum amount of product (1.0 means a 100% yield; for example, 0.34 means a 34% yield). (1) The yield is 0.340. The reactants are Cl.[NH:2]1[CH2:7][CH2:6][CH2:5][C@H:4]([N:8]2[C:12]3=[C:13]4[S:19][CH:18]=[CH:17][C:14]4=[N:15][CH:16]=[C:11]3[N:10]=[C:9]2[C@H:20]([OH:22])[CH3:21])[CH2:3]1.C(N(CC)CC)C.[CH:30]1[CH:35]=[CH:34][C:33]([CH2:36][CH2:37][C:38](Cl)=[O:39])=[CH:32][CH:31]=1. The product is [C:33]1([CH2:36][CH2:37][C:38]([N:2]2[CH2:7][CH2:6][CH2:5][C@H:4]([N:8]3[C:12]4=[C:13]5[S:19][CH:18]=[CH:17][C:14]5=[N:15][CH:16]=[C:11]4[N:10]=[C:9]3[CH:20]([OH:22])[CH3:21])[CH2:3]2)=[O:39])[CH:34]=[CH:35][CH:30]=[CH:31][CH:32]=1. The catalyst is CN(C)C=O. (2) The reactants are [CH2:1]([O:3][C:4]1[N:9]=[C:8]([C:10](OC)=O)[CH:7]=[C:6]([C:14]2[CH:15]=[N:16][C:17]([NH:31][C:32]([NH:34][CH2:35][CH3:36])=[O:33])=[CH:18][C:19]=2[C:20]2[S:21][CH:22]=[C:23]([C:25]3[CH:30]=[CH:29][CH:28]=[CH:27][CH:26]=3)[N:24]=2)[CH:5]=1)[CH3:2].[OH-].[Li+].[C:39]([NH:42][NH2:43])(=[O:41])[CH3:40].P(Cl)(Cl)(Cl)=O.C(=O)(O)[O-].[Na+]. The catalyst is O.O1CCCC1. The product is [CH2:1]([O:3][C:4]1[CH:5]=[C:6]([C:14]2[CH:15]=[N:16][C:17]([NH:31][C:32]([NH:34][CH2:35][CH3:36])=[O:33])=[CH:18][C:19]=2[C:20]2[S:21][CH:22]=[C:23]([C:25]3[CH:30]=[CH:29][CH:28]=[CH:27][CH:26]=3)[N:24]=2)[CH:7]=[C:8]([C:10]2[O:41][C:39]([CH3:40])=[N:42][N:43]=2)[N:9]=1)[CH3:2]. The yield is 0.433. (3) The reactants are [NH2:1][C:2]([NH:4][C:5]1[S:6][C:7]([C:26]2[CH:31]=[CH:30][C:29]([NH:32][C:33]([O:35][CH2:36][CH3:37])=[O:34])=[C:28]([F:38])[CH:27]=2)=[CH:8][C:9]=1[C:10]([NH:12][C@H:13]1[CH2:18][CH2:17][CH2:16][N:15](C(OC(C)(C)C)=O)[CH2:14]1)=[O:11])=[O:3].Cl.O1CCOCC1. The catalyst is CO. The product is [CH2:36]([O:35][C:33](=[O:34])[NH:32][C:29]1[CH:30]=[CH:31][C:26]([C:7]2[S:6][C:5]([NH:4][C:2]([NH2:1])=[O:3])=[C:9]([C:10](=[O:11])[NH:12][C@H:13]3[CH2:18][CH2:17][CH2:16][NH:15][CH2:14]3)[CH:8]=2)=[CH:27][C:28]=1[F:38])[CH3:37]. The yield is 0.130. (4) The reactants are [NH:1]1[C:9]2[CH2:8][CH2:7][N:6]([C:10]([O:12][C:13]([CH3:16])([CH3:15])[CH3:14])=[O:11])[CH:5]([C:17]([O:19][CH2:20][CH3:21])=[O:18])[C:4]=2[N:3]=[CH:2]1.I[C:23]1[CH:28]=[CH:27][CH:26]=[CH:25][CH:24]=1.OC1C=CC=C2C=1N=CC=C2.C([O-])([O-])=O.[Cs+].[Cs+]. The catalyst is CS(C)=O.O.[Cu-]=O. The product is [C:23]1([N:1]2[C:9]3[CH2:8][CH2:7][N:6]([C:10]([O:12][C:13]([CH3:14])([CH3:15])[CH3:16])=[O:11])[CH:5]([C:17]([O:19][CH2:20][CH3:21])=[O:18])[C:4]=3[N:3]=[CH:2]2)[CH:28]=[CH:27][CH:26]=[CH:25][CH:24]=1. The yield is 0.500. (5) The reactants are [Cl:1][C:2]1[CH:17]=[CH:16][C:5]([O:6][CH2:7][CH2:8][CH2:9][C:10]2[N:14]=[C:13]([NH2:15])[NH:12][N:11]=2)=[CH:4][CH:3]=1.[CH3:18][CH2:19][C:20](=O)[CH2:21][C:22](=O)[CH2:23][CH3:24]. No catalyst specified. The product is [Cl:1][C:2]1[CH:3]=[CH:4][C:5]([O:6][CH2:7][CH2:8][CH2:9][C:10]2[N:14]=[C:13]3[N:15]=[C:20]([CH2:19][CH3:18])[CH:21]=[C:22]([CH2:23][CH3:24])[N:12]3[N:11]=2)=[CH:16][CH:17]=1. The yield is 0.440. (6) The reactants are C(Cl)(=O)C(Cl)=O.CS(C)=O.[OH:11][NH:12][C:13](=[O:24])[C@H:14]([NH:16][C:17](=[O:23])[O:18][C:19]([CH3:22])([CH3:21])[CH3:20])[CH3:15].[CH:25]1[CH2:29][CH:28]=[CH:27][CH:26]=1. The catalyst is ClCCl.ClCCl.CS(C)=O.C(N(CC)CC)C. The product is [C:19]([O:18][C:17](=[O:23])[NH:16][C@H:14]([CH3:15])[C:13]([N:12]1[O:11][CH:27]2[CH2:28][CH:29]1[CH:25]=[CH:26]2)=[O:24])([CH3:20])([CH3:22])[CH3:21]. The yield is 0.530.